This data is from Catalyst prediction with 721,799 reactions and 888 catalyst types from USPTO. The task is: Predict which catalyst facilitates the given reaction. (1) The catalyst class is: 137. Product: [F:28][C:24]1[C:23]([C:29]2[CH:34]=[CH:33][CH:32]=[C:31]([CH3:35])[CH:30]=2)=[C:22]([C@@H:8]([C@@H:9]2[CH2:14][CH2:13][CH2:12][NH:11][CH2:10]2)[O:7][CH2:6][CH2:5][NH:4][C:1](=[O:3])[CH3:2])[CH:27]=[CH:26][CH:25]=1. Reactant: [C:1]([NH:4][CH2:5][CH2:6][O:7][C@@H:8]([C:22]1[CH:27]=[CH:26][CH:25]=[C:24]([F:28])[C:23]=1[C:29]1[CH:34]=[CH:33][CH:32]=[C:31]([CH3:35])[CH:30]=1)[C@@H:9]1[CH2:14][CH2:13][CH2:12][N:11](C(OC(C)(C)C)=O)[CH2:10]1)(=[O:3])[CH3:2].C([O-])(O)=O.[Na+]. (2) Reactant: C(O[C:6](=O)[N:7]([C@@H:9]([C:21](=[O:37])[N:22]([C@@H:24]([C:32](=[O:36])[N:33]([CH3:35])[CH3:34])[CH2:25][C:26]1[CH:31]=[CH:30][CH:29]=[CH:28][CH:27]=1)[CH3:23])[CH2:10][C:11]1[CH:20]=[CH:19][C:18]2[C:13](=[CH:14][CH:15]=[CH:16][CH:17]=2)[CH:12]=1)C)(C)(C)C.C(=O)(O)[O-].[Na+]. Product: [CH3:35][N:33]([CH3:34])[C:32]([C@H:24]([N:22]([CH3:23])[C:21](=[O:37])[C@H:9]([NH:7][CH3:6])[CH2:10][C:11]1[CH:20]=[CH:19][C:18]2[C:13](=[CH:14][CH:15]=[CH:16][CH:17]=2)[CH:12]=1)[CH2:25][C:26]1[CH:31]=[CH:30][CH:29]=[CH:28][CH:27]=1)=[O:36]. The catalyst class is: 330. (3) Reactant: [CH3:1][C:2]1[C:7]2[O:8][CH2:9][C:10]3([CH2:12][CH2:11]3)[C:6]=2[C:5]([O:13][C:14]2[N:19]=[CH:18][C:17]([N+:20]([O-])=O)=[CH:16][N:15]=2)=[CH:4][CH:3]=1.O.[Cl-].[NH4+]. Product: [CH3:1][C:2]1[C:7]2[O:8][CH2:9][C:10]3([CH2:12][CH2:11]3)[C:6]=2[C:5]([O:13][C:14]2[N:15]=[CH:16][C:17]([NH2:20])=[CH:18][N:19]=2)=[CH:4][CH:3]=1. The catalyst class is: 7. (4) Reactant: [CH2:1]([N:3]([CH2:6][CH3:7])[CH2:4][CH3:5])[CH3:2].CS(Cl)(=O)=O.[O:13]1CCCC1.C(Cl)Cl.C(OC([NH:31][C@H:32]1[CH2:37][CH2:36][C@H:35]([C:38]([N:40]2[CH2:48][C:47]3[C:42](=[CH:43]C=[C:45](CO)[CH:46]=3)[CH2:41]2)=[O:39])[CH2:34][CH2:33]1)=O)C1C=CC=CC=1. Product: [O:13]1[CH2:5][CH2:4][N:3]([CH2:6][C:7]2[CH:43]=[C:42]3[C:47](=[CH:46][CH:45]=2)[CH2:48][N:40]([C:38]([C@H:35]2[CH2:34][CH2:33][C@H:32]([NH2:31])[CH2:37][CH2:36]2)=[O:39])[CH2:41]3)[CH2:1][CH2:2]1. The catalyst class is: 6. (5) Reactant: [CH3:1][O:2][C:3](=[O:24])/[CH:4]=[C:5](\[NH:16][C:17]([O:19][C:20]([CH3:23])([CH3:22])[CH3:21])=[O:18])/[CH2:6][C:7]1[CH:12]=[C:11]([F:13])[C:10]([F:14])=[CH:9][C:8]=1[F:15].N#N. Product: [CH3:1][O:2][C:3](=[O:24])[CH2:4][C@H:5]([NH:16][C:17]([O:19][C:20]([CH3:22])([CH3:21])[CH3:23])=[O:18])[CH2:6][C:7]1[CH:12]=[C:11]([F:13])[C:10]([F:14])=[CH:9][C:8]=1[F:15]. The catalyst class is: 1. (6) Reactant: [Br:1][C:2]1[CH:3]=[C:4]2[C:9](=[CH:10][CH:11]=1)[O:8][CH:7]([C:12]1[CH:17]=[CH:16][CH:15]=[CH:14][N:13]=1)[CH2:6][C:5]2=O.[C:19](=[N:25][Si](C)(C)C)=[N:20][Si](C)(C)C. Product: [Br:1][C:2]1[CH:3]=[C:4]2[C:9](=[CH:10][CH:11]=1)[O:8][CH:7]([C:12]1[CH:17]=[CH:16][CH:15]=[CH:14][N:13]=1)[CH2:6][C:5]2=[N:25][C:19]#[N:20]. The catalyst class is: 388. (7) Reactant: Cl.[Cl:2][C:3]1[C:4]([N:17]([CH3:33])[CH:18]2[CH2:23][CH2:22][N:21](C(OC(C)(C)C)=O)[CH2:20][CH:19]2[CH2:31][CH3:32])=[N:5][C:6]([NH:9][C:10]2[CH:14]=[C:13]([CH3:15])[N:12]([CH3:16])[N:11]=2)=[N:7][CH:8]=1. Product: [Cl:2][C:3]1[C:4]([N:17]([CH:18]2[CH2:23][CH2:22][NH:21][CH2:20][CH:19]2[CH2:31][CH3:32])[CH3:33])=[N:5][C:6]([NH:9][C:10]2[CH:14]=[C:13]([CH3:15])[N:12]([CH3:16])[N:11]=2)=[N:7][CH:8]=1. The catalyst class is: 25.